Dataset: Reaction yield outcomes from USPTO patents with 853,638 reactions. Task: Predict the reaction yield, written as a fraction of the theoretical maximum amount of product (1.0 means a 100% yield; for example, 0.34 means a 34% yield). (1) The reactants are [CH3:1][O:2][C:3]1[CH:4]=[C:5]([NH:11][C:12]2[C:13]([NH:22][S:23]([C:26]3[CH:34]=[CH:33][C:29]([C:30](O)=[O:31])=[CH:28][CH:27]=3)(=[O:25])=[O:24])=[N:14][C:15]3[C:20]([N:21]=2)=[CH:19][CH:18]=[CH:17][CH:16]=3)[CH:6]=[C:7]([O:9][CH3:10])[CH:8]=1.CCN=C=NCCCN(C)C.Cl.C1C=CC2N(O)N=NC=2C=1.CCN(C(C)C)C(C)C.[CH3:66][O:67][CH2:68][CH2:69][CH2:70][NH2:71]. The catalyst is CC(N(C)C)=O.C(#N)C. The product is [CH3:10][O:9][C:7]1[CH:6]=[C:5]([NH:11][C:12]2[C:13]([NH:22][S:23]([C:26]3[CH:34]=[CH:33][C:29]([C:30]([NH:71][CH2:70][CH2:69][CH2:68][O:67][CH3:66])=[O:31])=[CH:28][CH:27]=3)(=[O:25])=[O:24])=[N:14][C:15]3[C:20]([N:21]=2)=[CH:19][CH:18]=[CH:17][CH:16]=3)[CH:4]=[C:3]([O:2][CH3:1])[CH:8]=1. The yield is 0.660. (2) The product is [N+:20]([C:15]1[CH:16]=[CH:17][CH:18]=[CH:19][C:14]=1[C:12]1[N:11]=[C:8]2[N:7]([CH:13]=1)[C:6]([CH2:4][C:29]([OH:28])=[O:23])=[CH:10][S:9]2)([O-:22])=[O:21]. The yield is 0.990. No catalyst specified. The reactants are C(O[C:4]([C:6]1[N:7]2[CH:13]=[C:12]([C:14]3[CH:19]=[CH:18][CH:17]=[CH:16][C:15]=3[N+:20]([O-:22])=[O:21])[N:11]=[C:8]2[S:9][CH:10]=1)=O)C.[OH-:23].[Na+].C1[CH2:29][O:28]CC1.O. (3) The reactants are CN([CH:4]=[O:5])C.P(Cl)(Cl)(Cl)=O.[CH3:11][O:12][C:13]1[CH:14]=[CH:15][CH:16]=[C:17]2[C:21]=1[NH:20][CH:19]=[CH:18]2.[OH-].[Na+]. The catalyst is ClCCl. The product is [CH3:11][O:12][C:13]1[CH:14]=[CH:15][CH:16]=[C:17]2[C:21]=1[NH:20][CH:19]=[C:18]2[CH:4]=[O:5]. The yield is 0.580. (4) The reactants are Br[C:2]1[CH:11]=[CH:10][C:9]([Cl:12])=[CH:8][C:3]=1[C:4]([O:6][CH3:7])=[O:5].P([O-])([O-])([O-])=O.[K+].[K+].[K+].[CH3:21][C:22]1[C:26](B2OC(C)(C)C(C)(C)O2)=[C:25]([C:36]2([NH:39][C:40](=[O:46])[O:41][C:42]([CH3:45])([CH3:44])[CH3:43])[CH2:38][CH2:37]2)[O:24][N:23]=1. The catalyst is CO.O1CCOCC1.C1C=CC([P]([Pd]([P](C2C=CC=CC=2)(C2C=CC=CC=2)C2C=CC=CC=2)([P](C2C=CC=CC=2)(C2C=CC=CC=2)C2C=CC=CC=2)[P](C2C=CC=CC=2)(C2C=CC=CC=2)C2C=CC=CC=2)(C2C=CC=CC=2)C2C=CC=CC=2)=CC=1. The product is [C:42]([O:41][C:40]([NH:39][C:36]1([C:25]2[O:24][N:23]=[C:22]([CH3:21])[C:26]=2[C:2]2[CH:11]=[CH:10][C:9]([Cl:12])=[CH:8][C:3]=2[C:4]([O:6][CH3:7])=[O:5])[CH2:38][CH2:37]1)=[O:46])([CH3:45])([CH3:44])[CH3:43]. The yield is 0.860. (5) The reactants are [Cl:1][CH2:2][C:3]1[C:8]([CH3:9])=[C:7](O)[C:6]([CH3:11])=[CH:5][N:4]=1.P(Br)(Br)([Br:14])=O.[OH-].[K+]. The catalyst is C(Cl)(Cl)Cl. The product is [Br:14][C:7]1[C:6]([CH3:11])=[CH:5][N:4]=[C:3]([CH2:2][Cl:1])[C:8]=1[CH3:9]. The yield is 0.780. (6) The reactants are C(NC(C)C)(C)C.C([Li])CCC.[Br:13][C:14]1[CH:19]=[CH:18][C:17]([CH2:20][C:21]([OH:23])=[O:22])=[CH:16][CH:15]=1.I[CH2:25][CH:26]1[CH2:30][CH2:29][CH2:28][CH2:27]1. The catalyst is O1CCCC1.CN1CCCN(C)C1=O. The product is [Br:13][C:14]1[CH:15]=[CH:16][C:17]([CH:20]([CH2:25][CH:26]2[CH2:30][CH2:29][CH2:28][CH2:27]2)[C:21]([OH:23])=[O:22])=[CH:18][CH:19]=1. The yield is 0.500. (7) The reactants are [N:1]1[CH:6]=[CH:5][C:4]([CH2:7][CH2:8][C:9]([O:11][C:12]([CH3:15])([CH3:14])[CH3:13])=[O:10])=[CH:3][CH:2]=1.ClC1C=CC=C(C(OO)=O)C=1.C[Si]([C:31]#[N:32])(C)C.CN(C)C(Cl)=O. The catalyst is C(OCC)(=O)C.O. The product is [C:31]([C:2]1[CH:3]=[C:4]([CH2:7][CH2:8][C:9]([O:11][C:12]([CH3:15])([CH3:14])[CH3:13])=[O:10])[CH:5]=[CH:6][N:1]=1)#[N:32]. The yield is 0.790.